From a dataset of Reaction yield outcomes from USPTO patents with 853,638 reactions. Predict the reaction yield, written as a fraction of the theoretical maximum amount of product (1.0 means a 100% yield; for example, 0.34 means a 34% yield). The reactants are [C:1]([C:5]1[O:9][N:8]=[C:7]([NH:10][C:11]([NH:13][C:14]2[CH:19]=[CH:18][CH:17]=[C:16]([O:20][C:21]3[C:30]4[C:25](=[CH:26][C:27]([O:33][CH2:34][CH2:35][CH2:36]Cl)=[C:28]([O:31][CH3:32])[CH:29]=4)[N:24]=[CH:23][N:22]=3)[CH:15]=2)=[O:12])[CH:6]=1)([CH3:4])([CH3:3])[CH3:2].[CH3:38][N:39]1[CH2:44][CH2:43][NH:42][CH2:41][CH2:40]1.C(N(C(C)C)CC)(C)C. The catalyst is CN(C=O)C.[I-].C([N+](CCCC)(CCCC)CCCC)CCC. The product is [C:1]([C:5]1[O:9][N:8]=[C:7]([NH:10][C:11]([NH:13][C:14]2[CH:19]=[CH:18][CH:17]=[C:16]([O:20][C:21]3[C:30]4[C:25](=[CH:26][C:27]([O:33][CH2:34][CH2:35][CH2:36][N:42]5[CH2:43][CH2:44][N:39]([CH3:38])[CH2:40][CH2:41]5)=[C:28]([O:31][CH3:32])[CH:29]=4)[N:24]=[CH:23][N:22]=3)[CH:15]=2)=[O:12])[CH:6]=1)([CH3:4])([CH3:3])[CH3:2]. The yield is 0.180.